From a dataset of NCI-60 drug combinations with 297,098 pairs across 59 cell lines. Regression. Given two drug SMILES strings and cell line genomic features, predict the synergy score measuring deviation from expected non-interaction effect. (1) Drug 1: C1CN(P(=O)(OC1)NCCCl)CCCl. Drug 2: CC1CCCC2(C(O2)CC(NC(=O)CC(C(C(=O)C(C1O)C)(C)C)O)C(=CC3=CSC(=N3)C)C)C. Cell line: SF-295. Synergy scores: CSS=61.8, Synergy_ZIP=5.22, Synergy_Bliss=4.42, Synergy_Loewe=-32.4, Synergy_HSA=4.59. (2) Drug 1: C1=CN(C(=O)N=C1N)C2C(C(C(O2)CO)O)O.Cl. Drug 2: C(=O)(N)NO. Cell line: HOP-92. Synergy scores: CSS=19.9, Synergy_ZIP=-7.18, Synergy_Bliss=-0.304, Synergy_Loewe=-18.8, Synergy_HSA=-0.582. (3) Drug 1: CN(C)C1=NC(=NC(=N1)N(C)C)N(C)C. Drug 2: CCCS(=O)(=O)NC1=C(C(=C(C=C1)F)C(=O)C2=CNC3=C2C=C(C=N3)C4=CC=C(C=C4)Cl)F. Cell line: NCI-H322M. Synergy scores: CSS=-0.478, Synergy_ZIP=7.52, Synergy_Bliss=8.74, Synergy_Loewe=3.20, Synergy_HSA=2.41.